Dataset: Full USPTO retrosynthesis dataset with 1.9M reactions from patents (1976-2016). Task: Predict the reactants needed to synthesize the given product. (1) Given the product [C:1]([O:5][C:6](=[O:16])[NH:7][CH:8]1[CH2:11][C:10]2([CH2:14][C:13](=[O:15])[CH2:12]2)[CH2:9]1)([CH3:4])([CH3:2])[CH3:3], predict the reactants needed to synthesize it. The reactants are: [C:1]([O:5][C:6](=[O:16])[NH:7][CH:8]1[CH2:11][C:10]2([CH2:14][CH:13]([OH:15])[CH2:12]2)[CH2:9]1)([CH3:4])([CH3:3])[CH3:2].CC(OI1(OC(C)=O)(OC(C)=O)OC(=O)C2C=CC=CC1=2)=O.C(=O)(O)[O-].[Na+]. (2) Given the product [O:23]1[CH2:22][CH2:21][N:20]([C:18]([C:15]2[CH:14]=[CH:13][C:12]([C:9]3[CH:10]=[CH:11][C:6]4[N:7]([C:3]([C:1]#[C:2][C:27]5[CH:28]=[N:29][CH:30]=[CH:31][CH:32]=5)=[CH:4][N:5]=4)[N:8]=3)=[CH:17][CH:16]=2)=[O:19])[CH2:25][CH2:24]1, predict the reactants needed to synthesize it. The reactants are: [C:1]([C:3]1[N:7]2[N:8]=[C:9]([C:12]3[CH:17]=[CH:16][C:15]([C:18]([N:20]4[CH2:25][CH2:24][O:23][CH2:22][CH2:21]4)=[O:19])=[CH:14][CH:13]=3)[CH:10]=[CH:11][C:6]2=[N:5][CH:4]=1)#[CH:2].I[C:27]1[CH:28]=[N:29][CH:30]=[CH:31][CH:32]=1. (3) Given the product [CH3:1][N:2]1[CH:6]2[CH2:7][CH2:8][C:3]1([C@@H:9]([C:11]1[CH:16]=[CH:15][CH:14]=[CH:13][CH:12]=1)[NH:10][C:30](=[O:31])[C:29]1[CH:33]=[CH:34][CH:35]=[N:36][C:28]=1[S:27][CH3:26])[CH2:4][CH2:5]2, predict the reactants needed to synthesize it. The reactants are: [CH3:1][N:2]1[CH:6]2[CH2:7][CH2:8][C:3]1([C@@H:9]([C:11]1[CH:16]=[CH:15][CH:14]=[CH:13][CH:12]=1)[NH2:10])[CH2:4][CH2:5]2.CCN(C(C)C)C(C)C.[CH3:26][S:27][C:28]1[N:36]=[CH:35][CH:34]=[CH:33][C:29]=1[C:30](O)=[O:31].C1C=CC2N(O)N=NC=2C=1.CN(C(ON1N=NC2C=CC=CC1=2)=[N+](C)C)C.[B-](F)(F)(F)F. (4) Given the product [OH:21][C@H:11]1[CH2:12][CH2:13][C@@H:14]2[N:19]([C:18](=[O:20])[CH2:17][CH2:16][CH2:15]2)[C@@H:10]1[C:4]1[CH:3]=[C:2]([F:1])[C:7]([F:8])=[C:6]([F:9])[CH:5]=1, predict the reactants needed to synthesize it. The reactants are: [F:1][C:2]1[CH:3]=[C:4]([C@H:10]2[N:19]3[C@H:14]([CH2:15][CH2:16][CH2:17][C:18]3=[O:20])[CH2:13][C@@H:12]3[O:21][C@H:11]23)[CH:5]=[C:6]([F:9])[C:7]=1[F:8].C([BH-](CC)CC)C.[Li+].O.C(OCC)(=O)C. (5) Given the product [CH2:14]([N:13]([CH3:12])[CH2:2][CH2:3][CH:4]([C:6]1[CH:11]=[CH:10][CH:9]=[CH:8][CH:7]=1)[OH:5])[C:15]1[CH:20]=[CH:19][CH:18]=[CH:17][CH:16]=1, predict the reactants needed to synthesize it. The reactants are: Cl[CH2:2][CH2:3][CH:4]([C:6]1[CH:11]=[CH:10][CH:9]=[CH:8][CH:7]=1)[OH:5].[CH3:12][NH:13][CH2:14][C:15]1[CH:20]=[CH:19][CH:18]=[CH:17][CH:16]=1.[I-].[K+].C(=O)([O-])[O-].[K+].[K+]. (6) Given the product [F:22][C:23]1[CH:28]=[CH:27][C:26]([F:29])=[CH:25][C:24]=1[CH2:30][C:31]([N:3]1[C:11]2[C:6](=[CH:7][C:8]([C:12]3[C:16]4[C:17]([NH2:21])=[N:18][CH:19]=[CH:20][C:15]=4[O:14][CH:13]=3)=[CH:9][CH:10]=2)[CH2:5][CH2:4]1)=[O:32], predict the reactants needed to synthesize it. The reactants are: Cl.Cl.[NH:3]1[C:11]2[C:6](=[CH:7][C:8]([C:12]3[C:16]4[C:17]([NH2:21])=[N:18][CH:19]=[CH:20][C:15]=4[O:14][CH:13]=3)=[CH:9][CH:10]=2)[CH2:5][CH2:4]1.[F:22][C:23]1[CH:28]=[CH:27][C:26]([F:29])=[CH:25][C:24]=1[CH2:30][C:31](O)=[O:32].CN(C(ON1N=NC2C=CC=NC1=2)=[N+](C)C)C.F[P-](F)(F)(F)(F)F.CCN(C(C)C)C(C)C.